This data is from Full USPTO retrosynthesis dataset with 1.9M reactions from patents (1976-2016). The task is: Predict the reactants needed to synthesize the given product. (1) Given the product [Cl:1][C:2]1[CH:3]=[CH:4][C:5]2[N:11]3[CH:12]=[CH:13][CH:14]=[C:10]3[C@@H:9]([CH2:15][CH2:16][C:17]([N:49]3[CH2:48][CH2:47][N:46]([CH2:51][C:52]([O:54][CH2:55][CH3:56])=[O:53])[C:45](=[O:44])[CH2:50]3)=[O:19])[O:8][C@H:7]([C:20]3[CH:25]=[CH:24][CH:23]=[C:22]([O:26][CH3:27])[C:21]=3[O:28][CH3:29])[C:6]=2[CH:30]=1, predict the reactants needed to synthesize it. The reactants are: [Cl:1][C:2]1[CH:3]=[CH:4][C:5]2[N:11]3[CH:12]=[CH:13][CH:14]=[C:10]3[C@@H:9]([CH2:15][CH2:16][C:17]([OH:19])=O)[O:8][C@H:7]([C:20]3[CH:25]=[CH:24][CH:23]=[C:22]([O:26][CH3:27])[C:21]=3[O:28][CH3:29])[C:6]=2[CH:30]=1.Cl.C(N=C=NCCCN(C)C)C.Cl.[O:44]=[C:45]1[CH2:50][NH:49][CH2:48][CH2:47][N:46]1[CH2:51][C:52]([O:54][CH2:55][CH3:56])=[O:53].O.ON1C2C=CC=CC=2N=N1. (2) Given the product [C:48]([O:47][C:45]([N:37]([C:38]([O:39][C:40]([CH3:43])([CH3:42])[CH3:41])=[O:44])[C:34]1[C:33]([C:52]2[O:29][N:28]=[C:27]([C:24]3[CH:23]=[CH:22][C:21]([CH2:20][N:12]([CH:9]4[CH2:10][CH2:11]4)[C:13](=[O:19])[O:14][C:15]([CH3:17])([CH3:16])[CH3:18])=[CH:26][CH:25]=3)[CH:53]=2)=[N:32][C:31]([Br:30])=[CH:36][N:35]=1)=[O:46])([CH3:51])([CH3:50])[CH3:49], predict the reactants needed to synthesize it. The reactants are: C1C(=O)N(Cl)C(=O)C1.[CH:9]1([N:12]([CH2:20][C:21]2[CH:26]=[CH:25][C:24](/[CH:27]=[N:28]/[OH:29])=[CH:23][CH:22]=2)[C:13](=[O:19])[O:14][C:15]([CH3:18])([CH3:17])[CH3:16])[CH2:11][CH2:10]1.[Br:30][C:31]1[N:32]=[C:33]([C:52]#[CH:53])[C:34]([N:37]([C:45]([O:47][C:48]([CH3:51])([CH3:50])[CH3:49])=[O:46])[C:38](=[O:44])[O:39][C:40]([CH3:43])([CH3:42])[CH3:41])=[N:35][CH:36]=1. (3) Given the product [NH2:7][C:8]1[C:16]([Cl:17])=[CH:15][CH:14]=[CH:13][C:9]=1[CH2:10][OH:11], predict the reactants needed to synthesize it. The reactants are: [H-].[Al+3].[Li+].[H-].[H-].[H-].[NH2:7][C:8]1[C:16]([Cl:17])=[CH:15][CH:14]=[CH:13][C:9]=1[C:10](O)=[O:11].[OH-].[Na+]. (4) Given the product [F:33][C:27]1[CH:28]=[C:29]([F:32])[CH:30]=[CH:31][C:26]=1[C:24]#[C:25][C:2]1[N:7]=[C:6]2[N:8]([CH2:12][C:13]([CH3:16])([CH3:15])[CH3:14])[C:9]([NH2:11])=[N:10][C:5]2=[CH:4][CH:3]=1, predict the reactants needed to synthesize it. The reactants are: Br[C:2]1[N:7]=[C:6]2[N:8]([CH2:12][C:13]([CH3:16])([CH3:15])[CH3:14])[C:9]([NH2:11])=[N:10][C:5]2=[CH:4][CH:3]=1.CCN(CC)CC.[C:24]([C:26]1[CH:31]=[CH:30][C:29]([F:32])=[CH:28][C:27]=1[F:33])#[CH:25]. (5) Given the product [Cl:1][C:2]1[CH:3]=[CH:4][C:5]([NH:9][C:10]2[N:14]([CH3:15])[C:13]3[C:16]([N:20]([CH2:24][CH2:25][CH3:26])[CH2:21][CH2:22][CH3:23])=[CH:17][CH:18]=[CH:19][C:12]=3[N:11]=2)=[C:6]([CH:7]=1)[O:8][CH2:33][C:34]#[N:35], predict the reactants needed to synthesize it. The reactants are: [Cl:1][C:2]1[CH:3]=[CH:4][C:5]([NH:9][C:10]2[N:14]([CH3:15])[C:13]3[C:16]([N:20]([CH2:24][CH2:25][CH3:26])[CH2:21][CH2:22][CH3:23])=[CH:17][CH:18]=[CH:19][C:12]=3[N:11]=2)=[C:6]([OH:8])[CH:7]=1.C(=O)(O)[O-].[Cs+].Br[CH2:33][C:34]#[N:35].C(=O)([O-])[O-].[K+].[K+].